This data is from Forward reaction prediction with 1.9M reactions from USPTO patents (1976-2016). The task is: Predict the product of the given reaction. (1) Given the reactants [N:1]([CH:4]([C:12]1[CH:17]=[CH:16][CH:15]=[C:14]([Cl:18])[C:13]=1[Cl:19])[CH2:5][C:6]1[CH:11]=[CH:10][N:9]=[CH:8][CH:7]=1)=[N+]=[N-].ClC1C(Cl)=CC=CC=1C=CC1C=CN=CC=1.C1(P(C2C=CC=CC=2)C2C=CC=CC=2)C=CC=CC=1.[OH-].[K+].Cl, predict the reaction product. The product is: [Cl:19][C:13]1[C:14]([Cl:18])=[CH:15][CH:16]=[CH:17][C:12]=1[CH:4]([NH2:1])[CH2:5][C:6]1[CH:7]=[CH:8][N:9]=[CH:10][CH:11]=1. (2) Given the reactants [OH:1][C@@H:2]1[CH2:6][NH:5][C@@H:4]([C:7]([OH:9])=[O:8])[CH2:3]1.[C:10](O[C:10]([O:12][C:13]([CH3:16])([CH3:15])[CH3:14])=[O:11])([O:12][C:13]([CH3:16])([CH3:15])[CH3:14])=[O:11].C(N(CC)CC)C, predict the reaction product. The product is: [C:13]([O:12][C:10]([N:5]1[CH2:6][C@@H:2]([OH:1])[CH2:3][C@@H:4]1[C:7]([OH:9])=[O:8])=[O:11])([CH3:16])([CH3:15])[CH3:14]. (3) Given the reactants Br[C:2]1[CH:3]=[C:4]2[C:9](=[CH:10][CH:11]=1)[CH:8]=[N:7][CH:6]=[C:5]2[Cl:12].C1(P(C2C=CC=CC=2)C2C=CC3C(=CC=CC=3)C=2C2C3C(=CC=CC=3)C=CC=2P(C2C=CC=CC=2)C2C=CC=CC=2)C=CC=CC=1.CC(C)([O-])C.[Na+].[NH:65]1[CH2:70][CH2:69][NH:68][CH2:67][C:66]1=[O:71], predict the reaction product. The product is: [Cl:12][C:5]1[C:4]2[C:9](=[CH:10][CH:11]=[C:2]([N:68]3[CH2:69][CH2:70][NH:65][C:66](=[O:71])[CH2:67]3)[CH:3]=2)[CH:8]=[N:7][CH:6]=1. (4) Given the reactants [CH2:1]([O:8][C:9]1[CH:10]=[CH:11][C:12]([CH:20]2[CH2:22][O:21]2)=[C:13]2[C:18]=1[NH:17][C:16](=[O:19])[CH:15]=[CH:14]2)[C:2]1[CH:7]=[CH:6][CH:5]=[CH:4][CH:3]=1.[F:23][C:24]([F:37])([F:36])[C:25]1[CH:35]=[CH:34][C:28]([CH2:29][C:30]2([NH2:33])[CH2:32][CH2:31]2)=[CH:27][CH:26]=1, predict the reaction product. The product is: [CH2:1]([O:8][C:9]1[CH:10]=[CH:11][C:12]([CH:20]([OH:21])[CH2:22][NH:33][C:30]2([CH2:29][C:28]3[CH:34]=[CH:35][C:25]([C:24]([F:23])([F:36])[F:37])=[CH:26][CH:27]=3)[CH2:31][CH2:32]2)=[C:13]2[C:18]=1[NH:17][C:16](=[O:19])[CH:15]=[CH:14]2)[C:2]1[CH:7]=[CH:6][CH:5]=[CH:4][CH:3]=1. (5) Given the reactants [C:1]1([CH:7]2[NH:12][C:11](=[O:13])[CH2:10][C:9](=[O:14])[CH2:8]2)C=[CH:5][CH:4]=[CH:3][CH:2]=1.[N:15]1C=CC=CC=1C=CC(OCC)=O, predict the reaction product. The product is: [N:15]1[CH:5]=[CH:4][CH:3]=[CH:2][C:1]=1[CH:7]1[NH:12][C:11](=[O:13])[CH2:10][C:9](=[O:14])[CH2:8]1.